From a dataset of Full USPTO retrosynthesis dataset with 1.9M reactions from patents (1976-2016). Predict the reactants needed to synthesize the given product. (1) Given the product [CH:1]1([C:4]2[O:8][N:7]=[C:6]([C:9]3[C:10]([Cl:16])=[CH:11][CH:12]=[CH:13][C:14]=3[Cl:15])[C:5]=2[CH2:17][O:18][C:20]2[CH:21]=[CH:22][C:23]([C:26]3[CH:27]=[C:28]4[C:33](=[CH:34][CH:35]=3)[N:32]=[C:31]([C:36]([O:38][CH3:39])=[O:37])[CH:30]=[CH:29]4)=[CH:24][CH:25]=2)[CH2:3][CH2:2]1, predict the reactants needed to synthesize it. The reactants are: [CH:1]1([C:4]2[O:8][N:7]=[C:6]([C:9]3[C:14]([Cl:15])=[CH:13][CH:12]=[CH:11][C:10]=3[Cl:16])[C:5]=2[CH2:17][OH:18])[CH2:3][CH2:2]1.O[C:20]1[CH:25]=[CH:24][C:23]([C:26]2[CH:27]=[C:28]3[C:33](=[CH:34][CH:35]=2)[N:32]=[C:31]([C:36]([O:38][CH3:39])=[O:37])[CH:30]=[CH:29]3)=[CH:22][CH:21]=1.C1(P(C2C=CC=CC=2)C2C=CC=CC=2)C=CC=CC=1.N(C(OC(C)C)=O)=NC(OC(C)C)=O. (2) The reactants are: [Cl-].[CH3:2][O:3][C:4]1[CH:5]=[C:6]([CH:9]=[CH:10][C:11]=1[O:12][CH3:13])[CH2:7][Zn+].[NH2:14][C:15]([NH:17][C:18]1[C:19]([C:30]([NH2:32])=[O:31])=[N:20][N:21]([C:23]2[CH:28]=[CH:27][CH:26]=[C:25](Br)[CH:24]=2)[CH:22]=1)=[O:16].C1(P(C2C=CC=CC=2)C2C=CC=CC=2)C=CC=CC=1. Given the product [NH2:14][C:15]([NH:17][C:18]1[C:19]([C:30]([NH2:32])=[O:31])=[N:20][N:21]([C:23]2[CH:28]=[CH:27][CH:26]=[C:25]([CH2:7][C:6]3[CH:9]=[CH:10][C:11]([O:12][CH3:13])=[C:4]([O:3][CH3:2])[CH:5]=3)[CH:24]=2)[CH:22]=1)=[O:16], predict the reactants needed to synthesize it. (3) Given the product [CH3:1][O:2][C:3]1[C:4](=[O:24])[C:5]([CH3:23])=[C:6]([CH2:12][C:13]2[CH:14]=[C:15]([CH2:19][C:20]([N:25]3[CH2:30][CH2:29][S:28][CH2:27][CH2:26]3)=[O:21])[CH:16]=[CH:17][CH:18]=2)[C:7](=[O:11])[C:8]=1[O:9][CH3:10], predict the reactants needed to synthesize it. The reactants are: [CH3:1][O:2][C:3]1[C:4](=[O:24])[C:5]([CH3:23])=[C:6]([CH2:12][C:13]2[CH:14]=[C:15]([CH2:19][C:20](O)=[O:21])[CH:16]=[CH:17][CH:18]=2)[C:7](=[O:11])[C:8]=1[O:9][CH3:10].[NH:25]1[CH2:30][CH2:29][S:28][CH2:27][CH2:26]1.